From a dataset of Forward reaction prediction with 1.9M reactions from USPTO patents (1976-2016). Predict the product of the given reaction. (1) The product is: [C:11]([N:5]1[CH2:6][CH2:7][CH:2]([OH:1])[CH2:3][CH2:4]1)([O:13][C:14]([CH3:17])([CH3:16])[CH3:15])=[O:12]. Given the reactants [OH:1][CH:2]1[CH2:7][CH2:6][NH:5][CH2:4][CH2:3]1.C(Cl)Cl.[C:11](O[C:11]([O:13][C:14]([CH3:17])([CH3:16])[CH3:15])=[O:12])([O:13][C:14]([CH3:17])([CH3:16])[CH3:15])=[O:12].O, predict the reaction product. (2) The product is: [ClH:2].[Cl:2][C:3]1[CH:4]=[CH:5][C:6]([O:30][CH2:31][CH:32]([CH3:34])[CH3:33])=[C:7]([CH2:9][N:10]2[C:14]([CH3:15])=[CH:13][C:12]([NH:16][C:17]([C:19]3[CH:29]=[CH:28][C:22]4[CH2:23][CH2:24][N:25]([CH2:35][CH3:36])[CH2:26][CH2:27][C:21]=4[CH:20]=3)=[O:18])=[N:11]2)[CH:8]=1. Given the reactants Cl.[Cl:2][C:3]1[CH:4]=[CH:5][C:6]([O:30][CH2:31][CH:32]([CH3:34])[CH3:33])=[C:7]([CH2:9][N:10]2[C:14]([CH3:15])=[CH:13][C:12]([NH:16][C:17]([C:19]3[CH:29]=[CH:28][C:22]4[CH2:23][CH2:24][NH:25][CH2:26][CH2:27][C:21]=4[CH:20]=3)=[O:18])=[N:11]2)[CH:8]=1.[C:35](O)(=O)[CH3:36].C(=O)C.C(O[BH-](OC(=O)C)OC(=O)C)(=O)C.[Na+], predict the reaction product. (3) Given the reactants [C:1]1([C:7]2[CH:8]=[CH:9][C:10]([C:19](=O)[CH2:20][CH3:21])=[N:11][C:12]=2[C:13]2[CH:18]=[CH:17][CH:16]=[CH:15][CH:14]=2)[CH:6]=[CH:5][CH:4]=[CH:3][CH:2]=1.[NH2:23][OH:24].Cl.N1C=CC=CC=1, predict the reaction product. The product is: [C:1]1([C:7]2[CH:8]=[CH:9][C:10]([C:19](=[N:23][OH:24])[CH2:20][CH3:21])=[N:11][C:12]=2[C:13]2[CH:18]=[CH:17][CH:16]=[CH:15][CH:14]=2)[CH:6]=[CH:5][CH:4]=[CH:3][CH:2]=1. (4) Given the reactants Cl.Cl.Cl.[O:4]1[C:12]2[CH:11]=[CH:10][N:9]=[C:8]([N:13]3[CH2:18][CH2:17][N:16]([CH2:19][CH2:20][C@H:21]4[CH2:26][CH2:25][C@H:24]([NH2:27])[CH2:23][CH2:22]4)[CH2:15][CH2:14]3)[C:7]=2[CH2:6][CH2:5]1.[O:28]1[C:32]2[CH:33]=[CH:34][C:35]([C:37](O)=[O:38])=[CH:36][C:31]=2[O:30][CH2:29]1, predict the reaction product. The product is: [O:4]1[C:12]2[CH:11]=[CH:10][N:9]=[C:8]([N:13]3[CH2:18][CH2:17][N:16]([CH2:19][CH2:20][C@H:21]4[CH2:26][CH2:25][C@H:24]([NH:27][C:37]([C:35]5[CH:34]=[CH:33][C:32]6[O:28][CH2:29][O:30][C:31]=6[CH:36]=5)=[O:38])[CH2:23][CH2:22]4)[CH2:15][CH2:14]3)[C:7]=2[CH2:6][CH2:5]1. (5) Given the reactants C(OC([NH:8][CH2:9][C:10]([O:12][CH2:13][CH:14]([C:16]1[CH:17]=[N:18][C:19]([C:22]2[NH:23][C:24]([CH:27]([C:35]3[CH:40]=[CH:39][C:38]([S:41]([CH:44]4[CH2:46][CH2:45]4)(=[O:43])=[O:42])=[CH:37][CH:36]=3)[CH2:28][CH:29]3[CH2:34][CH2:33][O:32][CH2:31][CH2:30]3)=[CH:25][CH:26]=2)=[CH:20][CH:21]=1)[OH:15])=[O:11])=O)(C)(C)C.C(OCC)(=O)C.[ClH:53], predict the reaction product. The product is: [ClH:53].[ClH:53].[NH2:8][CH2:9][C:10]([O:12][CH2:13][CH:14]([C:16]1[CH:17]=[N:18][C:19]([C:22]2[NH:23][C:24]([CH:27]([C:35]3[CH:40]=[CH:39][C:38]([S:41]([CH:44]4[CH2:46][CH2:45]4)(=[O:42])=[O:43])=[CH:37][CH:36]=3)[CH2:28][CH:29]3[CH2:30][CH2:31][O:32][CH2:33][CH2:34]3)=[CH:25][CH:26]=2)=[CH:20][CH:21]=1)[OH:15])=[O:11].